From a dataset of Reaction yield outcomes from USPTO patents with 853,638 reactions. Predict the reaction yield, written as a fraction of the theoretical maximum amount of product (1.0 means a 100% yield; for example, 0.34 means a 34% yield). (1) The reactants are [F:1][C:2]([F:13])([F:12])[C:3]1[CH:4]=[C:5](B(O)O)[CH:6]=[CH:7][CH:8]=1.Cl[C:15]1[C:16]([N:21]2[CH2:26][CH2:25][N:24]([CH2:27][C:28]3[CH:29]=[N:30][N:31]([CH3:33])[CH:32]=3)[CH2:23][CH2:22]2)=[N:17][CH:18]=[CH:19][N:20]=1.CN(C)C(=O)C.C(=O)([O-])[O-].[K+].[K+]. The catalyst is C1C=CC([P]([Pd]([P](C2C=CC=CC=2)(C2C=CC=CC=2)C2C=CC=CC=2)([P](C2C=CC=CC=2)(C2C=CC=CC=2)C2C=CC=CC=2)[P](C2C=CC=CC=2)(C2C=CC=CC=2)C2C=CC=CC=2)(C2C=CC=CC=2)C2C=CC=CC=2)=CC=1.O. The product is [CH3:33][N:31]1[CH:32]=[C:28]([CH2:27][N:24]2[CH2:23][CH2:22][N:21]([C:16]3[C:15]([C:5]4[CH:6]=[CH:7][CH:8]=[C:3]([C:2]([F:13])([F:12])[F:1])[CH:4]=4)=[N:20][CH:19]=[CH:18][N:17]=3)[CH2:26][CH2:25]2)[CH:29]=[N:30]1. The yield is 0.580. (2) The reactants are [C:1]1([CH3:8])[C:6]([OH:7])=[CH:5][CH:4]=[CH:3][CH:2]=1.N(C(C)C)C(C)C.C1C(=O)N([Br:23])C(=O)C1.S(=O)(=O)(O)O. The catalyst is C(Cl)Cl.O. The product is [Br:23][C:5]1[CH:4]=[CH:3][CH:2]=[C:1]([CH3:8])[C:6]=1[OH:7]. The yield is 0.970. (3) The reactants are Cl.[NH:2]1[CH2:5][CH:4]([C:6]([O:8][CH3:9])=[O:7])[CH2:3]1.C(=O)([O-])O.[Na+].[C:15](O[C:15]([O:17][C:18]([CH3:21])([CH3:20])[CH3:19])=[O:16])([O:17][C:18]([CH3:21])([CH3:20])[CH3:19])=[O:16]. The catalyst is O.O1CCCC1. The product is [C:18]([O:17][C:15]([N:2]1[CH2:5][CH:4]([C:6]([O:8][CH3:9])=[O:7])[CH2:3]1)=[O:16])([CH3:21])([CH3:20])[CH3:19]. The yield is 0.135. (4) The reactants are [C:1]([Si:5]([CH3:17])([CH3:16])[O:6][C@@H:7]([CH2:9][C:10]#[C:11][Si](C)(C)C)[CH3:8])([CH3:4])([CH3:3])[CH3:2].C(=O)([O-])[O-].[K+].[K+]. The catalyst is CO. The yield is 0.940. The product is [C:1]([Si:5]([CH3:16])([CH3:17])[O:6][C@@H:7]([CH2:9][C:10]#[CH:11])[CH3:8])([CH3:4])([CH3:2])[CH3:3]. (5) The reactants are CCN(C(C)C)C(C)C.[CH2:10]([OH:15])[CH2:11][CH2:12][CH:13]=[CH2:14].Cl[C:17](Cl)([O:19]C(=O)OC(Cl)(Cl)Cl)Cl.[OH-].[Na+].[NH2:30][C@H:31]([C:36]([OH:38])=[O:37])[C:32]([CH3:35])([CH3:34])[CH3:33]. The catalyst is O1CCOCC1. The product is [CH3:33][C:32]([CH3:35])([CH3:34])[C@H:31]([NH:30][C:17]([O:15][CH2:10][CH2:11][CH2:12][CH:13]=[CH2:14])=[O:19])[C:36]([OH:38])=[O:37]. The yield is 0.739. (6) The reactants are [C:1]([C:5]1[CH:12]=[CH:11][C:8]([CH:9]=O)=[CH:7][CH:6]=1)([CH3:4])([CH3:3])[CH3:2].[Cl:13][C:14]1[CH:21]=[CH:20][C:17]([CH2:18][NH2:19])=[CH:16][CH:15]=1.C(O)(=O)C.C([BH3-])#N.[Na+]. The catalyst is CO.O. The product is [C:1]([C:5]1[CH:12]=[CH:11][C:8]([CH2:9][NH:19][CH2:18][C:17]2[CH:20]=[CH:21][C:14]([Cl:13])=[CH:15][CH:16]=2)=[CH:7][CH:6]=1)([CH3:4])([CH3:3])[CH3:2]. The yield is 0.750. (7) The reactants are [N:1]([C:4]([C:24]1[CH:29]=[CH:28][CH:27]=[C:26]([O:30][C:31]([F:34])([F:33])[F:32])[CH:25]=1)([C:13]1[CH:18]=[CH:17][CH:16]=[C:15]([O:19][C:20]([F:23])([F:22])[F:21])[CH:14]=1)[C@H:5]([C:7]1[CH:12]=[CH:11][CH:10]=[CH:9][CH:8]=1)[OH:6])=[N+]=[N-]. The catalyst is CO.[Pd]. The product is [NH2:1][C:4]([C:13]1[CH:18]=[CH:17][CH:16]=[C:15]([O:19][C:20]([F:21])([F:22])[F:23])[CH:14]=1)([C:24]1[CH:29]=[CH:28][CH:27]=[C:26]([O:30][C:31]([F:33])([F:34])[F:32])[CH:25]=1)[C@H:5]([C:7]1[CH:12]=[CH:11][CH:10]=[CH:9][CH:8]=1)[OH:6]. The yield is 0.870.